From a dataset of Full USPTO retrosynthesis dataset with 1.9M reactions from patents (1976-2016). Predict the reactants needed to synthesize the given product. (1) The reactants are: [CH2:1]([C:3]1[CH:4]=[C:5]([CH2:28]O)[S:6][C:7]=1[C:8]1[N:12]=[C:11]([C:13]2[CH:18]=[CH:17][C:16]([O:19][C:20]3[CH:25]=[CH:24][CH:23]=[CH:22][C:21]=3[O:26][CH3:27])=[CH:15][CH:14]=2)[O:10][N:9]=1)[CH3:2].C(Br)(Br)(Br)Br.C1(P(C2C=CC=CC=2)C2C=CC=CC=2)C=CC=CC=1.Cl.[NH:55]1[CH2:58][CH:57]([C:59]([O:61][CH3:62])=[O:60])[CH2:56]1.C(N(CC)C(C)C)(C)C. Given the product [CH2:1]([C:3]1[CH:4]=[C:5]([CH2:28][N:55]2[CH2:58][CH:57]([C:59]([O:61][CH3:62])=[O:60])[CH2:56]2)[S:6][C:7]=1[C:8]1[N:12]=[C:11]([C:13]2[CH:14]=[CH:15][C:16]([O:19][C:20]3[CH:25]=[CH:24][CH:23]=[CH:22][C:21]=3[O:26][CH3:27])=[CH:17][CH:18]=2)[O:10][N:9]=1)[CH3:2], predict the reactants needed to synthesize it. (2) Given the product [CH3:11][N:12]([CH2:14][C:15]1[C:16]([O:24][C:25]2[CH:26]=[CH:27][C:28]([O:31][C:32]([F:33])([F:34])[F:35])=[CH:29][CH:30]=2)=[N:17][CH:18]=[C:19]([CH:23]=1)[C:20]([NH2:7])=[O:22])[CH3:13], predict the reactants needed to synthesize it. The reactants are: C1C=CC2N(O)N=[N:7]C=2C=1.[CH3:11][N:12]([CH2:14][C:15]1[C:16]([O:24][C:25]2[CH:30]=[CH:29][C:28]([O:31][C:32]([F:35])([F:34])[F:33])=[CH:27][CH:26]=2)=[N:17][CH:18]=[C:19]([CH:23]=1)[C:20]([OH:22])=O)[CH3:13].